Task: Predict the product of the given reaction.. Dataset: Forward reaction prediction with 1.9M reactions from USPTO patents (1976-2016) Given the reactants C([O:4][C@H:5]1[CH2:22][CH2:21][C@@:20]2([CH3:23])[C@@H:7]([CH2:8][CH2:9][C@:10]3([CH3:49])[C@@H:19]2[CH2:18][CH2:17][C@H:16]2[C@@:11]3([CH3:48])[CH2:12][CH2:13][C@@:14]3([C:30]([N:32]4[CH2:36][CH2:35][CH2:34][C@@H:33]4[C:37]4[NH:38][C:39]([C:42]5[CH:47]=[CH:46][CH:45]=[CH:44][CH:43]=5)=[CH:40][N:41]=4)=[O:31])[CH2:26][CH2:25][C@@H:24]([C:27]([CH3:29])=[CH2:28])[C@@H:15]32)[C:6]1([CH3:51])[CH3:50])(=O)C.C(=O)([O-])[O-].[K+].[K+], predict the reaction product. The product is: [OH:4][C@H:5]1[CH2:22][CH2:21][C@@:20]2([CH3:23])[C@@H:7]([CH2:8][CH2:9][C@:10]3([CH3:49])[C@@H:19]2[CH2:18][CH2:17][C@H:16]2[C@@:11]3([CH3:48])[CH2:12][CH2:13][C@@:14]3([C:30]([N:32]4[CH2:36][CH2:35][CH2:34][C@@H:33]4[C:37]4[NH:38][C:39]([C:42]5[CH:43]=[CH:44][CH:45]=[CH:46][CH:47]=5)=[CH:40][N:41]=4)=[O:31])[CH2:26][CH2:25][C@@H:24]([C:27]([CH3:29])=[CH2:28])[C@@H:15]32)[C:6]1([CH3:51])[CH3:50].